From a dataset of Full USPTO retrosynthesis dataset with 1.9M reactions from patents (1976-2016). Predict the reactants needed to synthesize the given product. (1) The reactants are: [F:1][C:2]1[CH:7]=[CH:6][C:5]([OH:8])=[CH:4][C:3]=1[C@:9]1([CH2:28][F:29])[CH2:14][C@@H:13]([C:15]([F:18])([F:17])[F:16])[O:12][C:11]([NH:19]C(=O)C2C=CC=CC=2)=[N:10]1.[Cl:30][C:31]1[CH:36]=[C:35]([C:37]2[CH:42]=[CH:41][CH:40]=[CH:39][CH:38]=2)[CH:34]=[C:33](Cl)[N:32]=1.C(=O)([O-])[O-].[Cs+].[Cs+]. Given the product [Cl:30][C:31]1[N:32]=[C:33]([O:8][C:5]2[CH:6]=[CH:7][C:2]([F:1])=[C:3]([C@:9]3([CH2:28][F:29])[CH2:14][C@@H:13]([C:15]([F:17])([F:16])[F:18])[O:12][C:11]([NH2:19])=[N:10]3)[CH:4]=2)[CH:34]=[C:35]([C:37]2[CH:42]=[CH:41][CH:40]=[CH:39][CH:38]=2)[CH:36]=1, predict the reactants needed to synthesize it. (2) Given the product [CH3:15][O:14][CH2:13][CH2:12][N:9]1[C:10]2[C:5](=[CH:4][CH:3]=[C:2]([NH:1][C:22]([C:19]3[CH:20]=[CH:21][C:16]([C:25]4[CH:26]=[CH:27][CH:28]=[CH:29][CH:30]=4)=[CH:17][CH:18]=3)=[O:23])[CH:11]=2)[CH2:6][CH2:7][CH2:8]1, predict the reactants needed to synthesize it. The reactants are: [NH2:1][C:2]1[CH:11]=[C:10]2[C:5]([CH2:6][CH2:7][CH2:8][N:9]2[CH2:12][CH2:13][O:14][CH3:15])=[CH:4][CH:3]=1.[C:16]1([C:25]2[CH:30]=[CH:29][CH:28]=[CH:27][CH:26]=2)[CH:21]=[CH:20][C:19]([C:22](O)=[O:23])=[CH:18][CH:17]=1.Cl.CN(C)CCCN=C=NCC. (3) Given the product [CH:5]([C:9]1[C:28]([OH:29])=[CH:27][C:12]2[C:13]([C:23]([NH:25][CH3:26])=[O:24])=[C:14]([C:16]3[CH:17]=[CH:18][C:19]([F:22])=[CH:20][CH:21]=3)[O:15][C:11]=2[CH:10]=1)([CH2:7][CH3:8])[CH3:6], predict the reactants needed to synthesize it. The reactants are: ClB(Cl)Cl.[CH:5]([C:9]1[C:28]([O:29]C(C)C)=[CH:27][C:12]2[C:13]([C:23]([NH:25][CH3:26])=[O:24])=[C:14]([C:16]3[CH:21]=[CH:20][C:19]([F:22])=[CH:18][CH:17]=3)[O:15][C:11]=2[CH:10]=1)([CH2:7][CH3:8])[CH3:6]. (4) Given the product [CH:23]1([NH:14][C:10]2[CH:11]=[CH:12][CH:13]=[C:8]([O:7][C:6]3[CH:15]=[CH:16][C:17]([N+:18]([O-:20])=[O:19])=[C:4]([CH:3]([O:2][CH3:1])[O:21][CH3:22])[CH:5]=3)[CH:9]=2)[CH2:28][CH2:27][CH2:26][CH2:25][CH2:24]1, predict the reactants needed to synthesize it. The reactants are: [CH3:1][O:2][CH:3]([O:21][CH3:22])[C:4]1[CH:5]=[C:6]([CH:15]=[CH:16][C:17]=1[N+:18]([O-:20])=[O:19])[O:7][C:8]1[CH:9]=[C:10]([NH2:14])[CH:11]=[CH:12][CH:13]=1.[C:23]1(=O)[CH2:28][CH2:27][CH2:26][CH2:25][CH2:24]1.[BH-](OC(C)=O)(OC(C)=O)OC(C)=O.[Na+].[OH-].[Na+]. (5) The reactants are: [OH:1][C:2]1[CH:3]=[C:4]([CH2:8][CH2:9][CH2:10][NH:11][C:12]2[N:17]=[C:16]([CH3:18])[C:15]([C:19]([NH:21][C@@H:22]([CH2:26][NH:27][C:28]([C:30]3[S:31][CH:32]=[CH:33][CH:34]=3)=[O:29])[C:23]([OH:25])=[O:24])=[O:20])=[C:14]([CH3:35])[N:13]=2)[CH:5]=[CH:6][CH:7]=1.S(Cl)(Cl)=O.[CH3:40][CH:41]([CH3:44])[CH2:42]O. Given the product [CH2:40]([O:24][C:23](=[O:25])[C@@H:22]([NH:21][C:19]([C:15]1[C:16]([CH3:18])=[N:17][C:12]([NH:11][CH2:10][CH2:9][CH2:8][C:4]2[CH:5]=[CH:6][CH:7]=[C:2]([OH:1])[CH:3]=2)=[N:13][C:14]=1[CH3:35])=[O:20])[CH2:26][NH:27][C:28]([C:30]1[S:31][CH:32]=[CH:33][CH:34]=1)=[O:29])[CH:41]([CH3:44])[CH3:42], predict the reactants needed to synthesize it.